Dataset: Full USPTO retrosynthesis dataset with 1.9M reactions from patents (1976-2016). Task: Predict the reactants needed to synthesize the given product. (1) Given the product [CH:4]([C:12]1[C:5]2[NH:6][C:7]3[C:12](=[CH:11][CH:10]=[CH:9][CH:8]=3)[C:4]=2[CH:3]=[CH:2][N:1]=1)([CH3:5])[CH3:3], predict the reactants needed to synthesize it. The reactants are: [NH2:1][C@H:2](C(O)=O)[CH2:3][C:4]1[C:12]2[C:7](=[CH:8][CH:9]=[CH:10][CH:11]=2)[NH:6][CH:5]=1.[Cr](O[Cr]([O-])(=O)=O)([O-])(=O)=O.[K+].[K+].[O-]S([O-])=O.[Na+].[Na+].[OH-].[Na+]. (2) The reactants are: [F:1][C:2]1[CH:7]=[CH:6][CH:5]=[CH:4][C:3]=1[C@H:8]([O:10][C:11](=[O:25])[NH:12][C:13]1[C:14]([CH3:24])=[N:15][O:16][C:17]=1[C:18]1[N:19]=[C:20](Br)[S:21][CH:22]=1)[CH3:9].[CH2:26]([O:28][C:29](=[O:46])[CH2:30][C:31]1[CH:36]=[CH:35][CH:34]=[C:33](B2OC(C)(C)C(C)(C)O2)[CH:32]=1)[CH3:27]. Given the product [CH2:26]([O:28][C:29](=[O:46])[CH2:30][C:31]1[CH:36]=[CH:35][CH:34]=[C:33]([C:20]2[S:21][CH:22]=[C:18]([C:17]3[O:16][N:15]=[C:14]([CH3:24])[C:13]=3[NH:12][C:11]([O:10][C@@H:8]([C:3]3[CH:4]=[CH:5][CH:6]=[CH:7][C:2]=3[F:1])[CH3:9])=[O:25])[N:19]=2)[CH:32]=1)[CH3:27], predict the reactants needed to synthesize it. (3) Given the product [S:10]1[C:6]2[CH:5]=[CH:4][CH:3]=[C:2]([CH:19]([C:17]#[N:18])[C:20]([O:22][C:23]([CH3:26])([CH3:25])[CH3:24])=[O:21])[C:7]=2[CH:8]=[CH:9]1, predict the reactants needed to synthesize it. The reactants are: Br[C:2]1[C:7]2[CH:8]=[CH:9][S:10][C:6]=2[CH:5]=[CH:4][CH:3]=1.CC(C)([O-])C.[K+].[C:17]([CH2:19][C:20]([O:22][C:23]([CH3:26])([CH3:25])[CH3:24])=[O:21])#[N:18].Cl.